The task is: Predict the product of the given reaction.. This data is from Forward reaction prediction with 1.9M reactions from USPTO patents (1976-2016). (1) Given the reactants C[O:2][C:3](=[O:25])[C:4]([CH3:24])([O:6][C:7]1[CH:12]=[CH:11][C:10]([CH2:13][CH2:14][CH2:15][CH:16]2[CH2:20][NH:19][C:18](=[O:21])[N:17]2[CH3:22])=[CH:9][C:8]=1[CH3:23])[CH3:5].Cl[CH2:27][C:28]1[CH:37]=[CH:36][C:35]2[C:30](=[CH:31][CH:32]=[CH:33][CH:34]=2)[N:29]=1, predict the reaction product. The product is: [CH3:24][C:4]([O:6][C:7]1[CH:12]=[CH:11][C:10]([CH2:13][CH2:14][CH2:15][CH:16]2[CH2:20][N:19]([CH2:27][C:28]3[CH:37]=[CH:36][C:35]4[C:30](=[CH:31][CH:32]=[CH:33][CH:34]=4)[N:29]=3)[C:18](=[O:21])[N:17]2[CH3:22])=[CH:9][C:8]=1[CH3:23])([CH3:5])[C:3]([OH:25])=[O:2]. (2) Given the reactants [C:1]1([CH3:15])[CH:6]=[CH:5][C:4]([C:7]2[CH:8]=[C:9]([C:12]([OH:14])=O)[S:10][CH:11]=2)=[CH:3][CH:2]=1.[Li]CC[CH2:19][CH3:20].C(I)C.CN([C:27]([O:31][N:32]1N=NC2C=CC=C[C:33]1=2)=[N+](C)C)C.[B-](F)(F)(F)F.CNOC.CCN(C(C)C)C(C)C, predict the reaction product. The product is: [CH3:27][O:31][N:32]([CH3:33])[C:12]([C:9]1[S:10][C:11]([CH2:19][CH3:20])=[C:7]([C:4]2[CH:3]=[CH:2][C:1]([CH3:15])=[CH:6][CH:5]=2)[CH:8]=1)=[O:14]. (3) The product is: [CH3:1][O:2][C:3]1[CH:4]=[C:5]2[C:9](=[CH:10][C:11]=1[NH2:12])[N:8]([C:15](=[O:22])[C@@H:16]1[CH2:20][CH2:19][CH2:18][N:17]1[CH3:21])[CH2:7][CH2:6]2. Given the reactants [CH3:1][O:2][C:3]1[CH:4]=[C:5]2[C:9](=[CH:10][C:11]=1[N+:12]([O-])=O)[N:8]([C:15](=[O:22])[C@@H:16]1[CH2:20][CH2:19][CH2:18][N:17]1[CH3:21])[CH2:7][CH2:6]2.O1CCCC1, predict the reaction product. (4) The product is: [CH:3]1([NH:6][C:7]([C:9]2[S:20][C:12]3=[N:13][C:14]([O:19][CH2:24][CH3:25])=[C:15]([Cl:18])[C:16]([CH3:17])=[C:11]3[C:10]=2[NH2:21])=[O:8])[CH2:5][CH2:4]1. Given the reactants [H-].[Na+].[CH:3]1([NH:6][C:7]([C:9]2[S:20][C:12]3=[N:13][C:14]([OH:19])=[C:15]([Cl:18])[C:16]([CH3:17])=[C:11]3[C:10]=2[NH2:21])=[O:8])[CH2:5][CH2:4]1.[Br-].[Li+].[CH2:24](I)[CH3:25], predict the reaction product.